This data is from Catalyst prediction with 721,799 reactions and 888 catalyst types from USPTO. The task is: Predict which catalyst facilitates the given reaction. (1) Reactant: [OH:1][C:2]1[CH:10]=[CH:9][C:8]([C:11]([O:13][CH3:14])=[O:12])=[CH:7][C:3]=1[C:4]([OH:6])=[O:5].[CH2:15](Br)[C:16]1[CH:21]=[CH:20][CH:19]=[CH:18][CH:17]=1. Product: [OH:1][C:2]1[CH:10]=[CH:9][C:8]([C:11]([O:13][CH3:14])=[O:12])=[CH:7][C:3]=1[C:4]([O:6][CH2:15][C:16]1[CH:21]=[CH:20][CH:19]=[CH:18][CH:17]=1)=[O:5]. The catalyst class is: 18. (2) Reactant: [OH:1][C:2]1[CH:9]=[CH:8][C:7]([I:10])=[CH:6][C:3]=1[CH:4]=[O:5].IC.[C:13]([O-])([O-])=O.[K+].[K+]. Product: [I:10][C:7]1[CH:8]=[CH:9][C:2]([O:1][CH3:13])=[C:3]([CH:6]=1)[CH:4]=[O:5]. The catalyst class is: 3.